Task: Predict which catalyst facilitates the given reaction.. Dataset: Catalyst prediction with 721,799 reactions and 888 catalyst types from USPTO (1) Reactant: ClC1C=C(N[C:18]2[CH:19]=[CH:20][CH:21]=[C:22]3[C:26]=2[N:25]([CH3:27])[CH:24]=[CH:23]3)C=CC=1C(C1C=CC=CC=1C)=O.[Br:28]C1C=CC=C2C=1NC=C2.C([O-])([O-])=O.[K+].[K+].CI. Product: [Br:28][C:18]1[CH:19]=[CH:20][CH:21]=[C:22]2[C:26]=1[N:25]([CH3:27])[CH:24]=[CH:23]2. The catalyst class is: 18. (2) Reactant: [C:1]([C:5]1[CH:9]=[C:8]([NH:10][C:11]([O:13]C2C=CC=CC=2)=O)[N:7]([CH2:20][C:21]([O:23][CH2:24][CH3:25])=[O:22])[N:6]=1)([CH3:4])([CH3:3])[CH3:2].[CH3:26][O:27][C:28]1[CH:29]=[C:30]2[C:35](=[CH:36][C:37]=1[O:38][CH3:39])[N:34]=[CH:33][N:32]=[C:31]2[O:40][C:41]1[CH:42]=[C:43]([CH:45]=[CH:46][CH:47]=1)[NH2:44].C(N(CC)C(C)C)(C)C. Product: [C:1]([C:5]1[CH:9]=[C:8]([NH:10][C:11]([NH:44][C:43]2[CH:45]=[CH:46][CH:47]=[C:41]([O:40][C:31]3[C:30]4[C:35](=[CH:36][C:37]([O:38][CH3:39])=[C:28]([O:27][CH3:26])[CH:29]=4)[N:34]=[CH:33][N:32]=3)[CH:42]=2)=[O:13])[N:7]([CH2:20][C:21]([O:23][CH2:24][CH3:25])=[O:22])[N:6]=1)([CH3:2])([CH3:3])[CH3:4]. The catalyst class is: 1. (3) Reactant: [Br:1][C:2]1[C:14]([CH:15]2[C@H:20]([O:21][CH2:22][C:23]3[CH:28]=[CH:27][CH:26]=[CH:25][CH:24]=3)[C@@H:19]([O:29][CH2:30][C:31]3[CH:36]=[CH:35][CH:34]=[CH:33][CH:32]=3)[C@H:18]([O:37][CH2:38][C:39]3[CH:44]=[CH:43][CH:42]=[CH:41][CH:40]=3)[C@@H:17]([CH2:45][O:46][CH2:47][C:48]3[CH:53]=[CH:52][CH:51]=[CH:50][CH:49]=3)[O:16]2)=[CH:13][C:12]([CH2:54][C:55]2[CH:60]=[CH:59][C:58]([O:61][CH2:62][CH3:63])=[CH:57][CH:56]=2)=[C:11]([Cl:64])[C:3]=1[O:4][CH2:5][C:6]([O:8]CC)=[O:7].O[Li].O. Product: [Br:1][C:2]1[C:14]([CH:15]2[C@H:20]([O:21][CH2:22][C:23]3[CH:24]=[CH:25][CH:26]=[CH:27][CH:28]=3)[C@@H:19]([O:29][CH2:30][C:31]3[CH:36]=[CH:35][CH:34]=[CH:33][CH:32]=3)[C@H:18]([O:37][CH2:38][C:39]3[CH:44]=[CH:43][CH:42]=[CH:41][CH:40]=3)[C@@H:17]([CH2:45][O:46][CH2:47][C:48]3[CH:49]=[CH:50][CH:51]=[CH:52][CH:53]=3)[O:16]2)=[CH:13][C:12]([CH2:54][C:55]2[CH:60]=[CH:59][C:58]([O:61][CH2:62][CH3:63])=[CH:57][CH:56]=2)=[C:11]([Cl:64])[C:3]=1[O:4][CH2:5][C:6]([OH:8])=[O:7]. The catalyst class is: 87. (4) Reactant: Cl.[NH2:2][OH:3].C(N(CC)CC)C.[Cl:11][C:12]1[CH:17]=[C:16]([C:18]#[N:19])[C:15]([CH3:20])=[CH:14][C:13]=1[CH2:21][CH2:22][C:23]([O:25][C:26]([CH3:29])([CH3:28])[CH3:27])=[O:24]. Product: [Cl:11][C:12]1[CH:17]=[C:16]([C:18](=[N:2][OH:3])[NH2:19])[C:15]([CH3:20])=[CH:14][C:13]=1[CH2:21][CH2:22][C:23]([O:25][C:26]([CH3:29])([CH3:28])[CH3:27])=[O:24]. The catalyst class is: 14.